This data is from Full USPTO retrosynthesis dataset with 1.9M reactions from patents (1976-2016). The task is: Predict the reactants needed to synthesize the given product. Given the product [C:1]([NH:4][C:5]1[C:14]2[CH2:13][CH2:12][CH2:11][CH2:10][C:9]=2[C:8]([Br:15])=[CH:7][CH:6]=1)(=[O:3])[CH3:2], predict the reactants needed to synthesize it. The reactants are: [C:1]([NH:4][C:5]1[C:14]2[CH2:13][CH2:12][CH2:11][CH2:10][C:9]=2[CH:8]=[CH:7][CH:6]=1)(=[O:3])[CH3:2].[Br:15]Br.O.